From a dataset of Forward reaction prediction with 1.9M reactions from USPTO patents (1976-2016). Predict the product of the given reaction. (1) Given the reactants [H-].[Na+].C1COCC1.[O:8]=[C:9]1[CH:15]([NH:16][C:17](=[O:23])[O:18][C:19]([CH3:22])([CH3:21])[CH3:20])[CH2:14][S:13][CH2:12][CH2:11][NH:10]1.[CH2:24]([O:28][C:29]1[CH:36]=[CH:35][C:32]([CH2:33]Br)=[CH:31][CH:30]=1)[CH2:25][CH2:26][CH3:27], predict the reaction product. The product is: [C:19]([O:18][C:17](=[O:23])[NH:16][CH:15]1[CH2:14][S:13][CH2:12][CH2:11][N:10]([CH2:33][C:32]2[CH:35]=[CH:36][C:29]([O:28][CH2:24][CH2:25][CH2:26][CH3:27])=[CH:30][CH:31]=2)[C:9]1=[O:8])([CH3:20])([CH3:22])[CH3:21]. (2) Given the reactants Cl.[Cl:2][C:3]1[NH:8][C:7](=[O:9])[CH:6]=[C:5]([OH:10])[C:4]=1[CH3:11].[N+:12]([O-])([OH:14])=[O:13], predict the reaction product. The product is: [Cl:2][C:3]1[NH:8][C:7](=[O:9])[C:6]([N+:12]([O-:14])=[O:13])=[C:5]([OH:10])[C:4]=1[CH3:11]. (3) Given the reactants Br[CH2:2][CH2:3][CH2:4][CH2:5][CH2:6][CH2:7][C:8]1[C:14]2[CH:15]=[CH:16][C:17]([OH:19])=[CH:18][C:13]=2[CH2:12][CH2:11][CH2:10][C:9]=1[C:20]1[CH:25]=[CH:24][CH:23]=[C:22]([OH:26])[CH:21]=1.[CH2:27]([NH:29][CH2:30][CH2:31][CH2:32][S:33]([CH2:35][CH2:36][C:37]([F:40])([F:39])[F:38])=[O:34])[CH3:28], predict the reaction product. The product is: [CH2:27]([N:29]([CH2:30][CH2:31][CH2:32][S:33]([CH2:35][CH2:36][C:37]([F:40])([F:38])[F:39])=[O:34])[CH2:2][CH2:3][CH2:4][CH2:5][CH2:6][CH2:7][C:8]1[C:14]2[CH:15]=[CH:16][C:17]([OH:19])=[CH:18][C:13]=2[CH2:12][CH2:11][CH2:10][C:9]=1[C:20]1[CH:25]=[CH:24][CH:23]=[C:22]([OH:26])[CH:21]=1)[CH3:28].